Dataset: Reaction yield outcomes from USPTO patents with 853,638 reactions. Task: Predict the reaction yield, written as a fraction of the theoretical maximum amount of product (1.0 means a 100% yield; for example, 0.34 means a 34% yield). (1) The reactants are [N:1]12[CH2:8][CH2:7][C:4]([C:9]([C:18]3[CH:23]=[CH:22][C:21]([F:24])=[CH:20][CH:19]=3)([C:11]3[CH:16]=[CH:15][C:14]([F:17])=[CH:13][CH:12]=3)[OH:10])([CH2:5][CH2:6]1)[CH2:3][CH2:2]2.[C:25]1([O:31][CH2:32][CH2:33][CH2:34][Br:35])[CH:30]=[CH:29][CH:28]=[CH:27][CH:26]=1. The catalyst is CC#N. The product is [Br-:35].[F:17][C:14]1[CH:15]=[CH:16][C:11]([C:9]([C:18]2[CH:19]=[CH:20][C:21]([F:24])=[CH:22][CH:23]=2)([OH:10])[C:4]23[CH2:5][CH2:6][N+:1]([CH2:34][CH2:33][CH2:32][O:31][C:25]4[CH:30]=[CH:29][CH:28]=[CH:27][CH:26]=4)([CH2:2][CH2:3]2)[CH2:8][CH2:7]3)=[CH:12][CH:13]=1. The yield is 0.652. (2) The reactants are Br[C:2]1[CH:3]=[C:4]([N:8]2[C:16]3[C:11](=[CH:12][C:13]([C:17]4[CH:18]=[N:19][N:20]([CH2:22][CH2:23][OH:24])[CH:21]=4)=[CH:14][CH:15]=3)[C:10]([C:25]([O:27][CH3:28])=[O:26])=[N:9]2)[CH:5]=[CH:6][CH:7]=1.[C:29]([C@:31]1([OH:38])[CH2:35][CH2:34][N:33]([CH3:36])[C:32]1=[O:37])#[CH:30]. No catalyst specified. The product is [OH:38][C@@:31]1([C:29]#[C:30][C:2]2[CH:3]=[C:4]([N:8]3[C:16]4[C:11](=[CH:12][C:13]([C:17]5[CH:18]=[N:19][N:20]([CH2:22][CH2:23][OH:24])[CH:21]=5)=[CH:14][CH:15]=4)[C:10]([C:25]([O:27][CH3:28])=[O:26])=[N:9]3)[CH:5]=[CH:6][CH:7]=2)[CH2:35][CH2:34][N:33]([CH3:36])[C:32]1=[O:37]. The yield is 0.700. (3) The reactants are [Cl:1][C:2]1[C:3]([F:21])=[C:4]2[CH:10]=[CH:9][N:8]([Si](C(C)C)(C(C)C)C(C)C)[C:5]2=[N:6][CH:7]=1.CCCC[N+](CCCC)(CCCC)CCCC.[F-]. The catalyst is C1COCC1. The product is [Cl:1][C:2]1[C:3]([F:21])=[C:4]2[CH:10]=[CH:9][NH:8][C:5]2=[N:6][CH:7]=1. The yield is 0.890. (4) The reactants are [CH3:1][O:2][N:3]([CH3:16])[C:4]([CH:6]1[C:15]2[C:10](=[CH:11][CH:12]=[CH:13][CH:14]=2)[NH:9][CH2:8][CH2:7]1)=[O:5].C(N(CC)CC)C.[C:24]1([CH3:34])[CH:29]=[CH:28][C:27]([S:30](Cl)(=[O:32])=[O:31])=[CH:26][CH:25]=1. The catalyst is ClCCCl. The product is [CH3:1][O:2][N:3]([CH3:16])[C:4]([CH:6]1[C:15]2[C:10](=[CH:11][CH:12]=[CH:13][CH:14]=2)[N:9]([S:30]([C:27]2[CH:28]=[CH:29][C:24]([CH3:34])=[CH:25][CH:26]=2)(=[O:32])=[O:31])[CH2:8][CH2:7]1)=[O:5]. The yield is 0.900. (5) The product is [Cl:1][C:2]1[CH:9]=[CH:8][C:5]([CH2:6][NH:7][C:18]2[CH:19]=[N:20][CH:21]=[CH:13][C:14]=2[C:15]([OH:17])=[O:16])=[C:4]([O:10][CH3:11])[CH:3]=1. No catalyst specified. The yield is 0.350. The reactants are [Cl:1][C:2]1[CH:9]=[CH:8][C:5]([CH2:6][NH2:7])=[C:4]([O:10][CH3:11])[CH:3]=1.F[C:13]1[CH:21]=[N:20][CH:19]=[CH:18][C:14]=1[C:15]([OH:17])=[O:16]. (6) The reactants are [CH3:1][O:2][C:3]1[N:4]=[C:5]2[C:10](=[CH:11][CH:12]=1)[N:9]=[CH:8][CH:7]=[C:6]2[N:13]1[CH2:18][CH2:17][N:16]([CH2:19][CH2:20][N:21]2CC3C(=CC=CC=3)C2)[C:15](=[O:30])[CH2:14]1.O.NN. The catalyst is CCO. The product is [NH2:21][CH2:20][CH2:19][N:16]1[CH2:17][CH2:18][N:13]([C:6]2[C:5]3[C:10](=[CH:11][CH:12]=[C:3]([O:2][CH3:1])[N:4]=3)[N:9]=[CH:8][CH:7]=2)[CH2:14][C:15]1=[O:30]. The yield is 0.660. (7) The product is [CH3:1][O:2][C:3]1[CH:12]=[CH:11][C:10]2[C:5](=[CH:6][CH:7]=[C:8]([C:13]3[CH:18]=[CH:17][C:16]([O:19][CH3:20])=[CH:15][CH:14]=3)[CH:9]=2)[C:4]=1[F:37]. The reactants are [CH3:1][O:2][C:3]1[CH:12]=[CH:11][C:10]2[C:5](=[CH:6][CH:7]=[C:8]([C:13]3[CH:18]=[CH:17][C:16]([O:19][CH3:20])=[CH:15][CH:14]=3)[CH:9]=2)[C:4]=1Br.C([Li])CCC.C1C=CC(S(N(S(C2C=CC=CC=2)(=O)=O)[F:37])(=O)=O)=CC=1. The yield is 0.630. The catalyst is C1COCC1.O. (8) The reactants are [C:1]([O:5][C:6]([N:8]1[CH2:13][CH2:12][N:11]([C:14]2[CH:19]=[CH:18][C:17]([NH2:20])=[CH:16][C:15]=2[C:21]#[N:22])[CH2:10][CH2:9]1)=[O:7])([CH3:4])([CH3:3])[CH3:2].[C:23]1([C:29]2[O:30][C:31]([C:37]([F:40])([F:39])[F:38])=[C:32]([C:34](O)=[O:35])[N:33]=2)[CH:28]=[CH:27][CH:26]=[CH:25][CH:24]=1.C(N(CC)CC)C.Cl.CN(C)CCCN=C=NCC. The catalyst is C(Cl)Cl. The product is [C:1]([O:5][C:6]([N:8]1[CH2:13][CH2:12][N:11]([C:14]2[CH:19]=[CH:18][C:17]([NH:20][C:34]([C:32]3[N:33]=[C:29]([C:23]4[CH:28]=[CH:27][CH:26]=[CH:25][CH:24]=4)[O:30][C:31]=3[C:37]([F:39])([F:40])[F:38])=[O:35])=[CH:16][C:15]=2[C:21]#[N:22])[CH2:10][CH2:9]1)=[O:7])([CH3:4])([CH3:2])[CH3:3]. The yield is 0.250.